This data is from Full USPTO retrosynthesis dataset with 1.9M reactions from patents (1976-2016). The task is: Predict the reactants needed to synthesize the given product. Given the product [CH2:1]([NH:8][S:9]([NH2:12])(=[O:11])=[O:10])[C:2]1[CH:3]=[CH:4][CH:5]=[CH:6][CH:7]=1, predict the reactants needed to synthesize it. The reactants are: [CH2:1]([N:8](C(OC(C)(C)C)=O)[S:9]([NH2:12])(=[O:11])=[O:10])[C:2]1[CH:7]=[CH:6][CH:5]=[CH:4][CH:3]=1.Cl.